This data is from Reaction yield outcomes from USPTO patents with 853,638 reactions. The task is: Predict the reaction yield, written as a fraction of the theoretical maximum amount of product (1.0 means a 100% yield; for example, 0.34 means a 34% yield). (1) The reactants are [C:1]([O:5][C:6]([NH:8][CH2:9][CH:10]1[CH2:15][CH2:14][NH:13][CH2:12][CH2:11]1)=[O:7])([CH3:4])([CH3:3])[CH3:2].[CH2:16]([O:23][C:24]([NH:26][C:27](=[NH:30])SC)=[O:25])[C:17]1[CH:22]=[CH:21][CH:20]=[CH:19][CH:18]=1. The catalyst is C(O)C. The product is [C:1]([O:5][C:6]([NH:8][CH2:9][CH:10]1[CH2:11][CH2:12][N:13]([C:27](=[NH:30])[NH:26][C:24]([O:23][CH2:16][C:17]2[CH:18]=[CH:19][CH:20]=[CH:21][CH:22]=2)=[O:25])[CH2:14][CH2:15]1)=[O:7])([CH3:4])([CH3:2])[CH3:3]. The yield is 0.370. (2) The reactants are [S:1]1[CH:5]=[CH:4][CH:3]=[C:2]1[CH2:6][NH:7][C:8]1[CH:16]=[CH:15][CH:14]=[C:10]([C:11]([OH:13])=O)[C:9]=1[C:17]([OH:19])=O.[O:20]=[C:21]1[CH:26]([N:27]2C(=O)C3C(=CC=CC=3NCCOC)C2=O)[CH2:25][CH2:24][C:23](=[O:43])[NH:22]1. No catalyst specified. The product is [O:20]=[C:21]1[CH:26]([N:27]2[C:17](=[O:19])[C:9]3[C:10](=[CH:14][CH:15]=[CH:16][C:8]=3[NH:7][CH2:6][C:2]3[S:1][CH:5]=[CH:4][CH:3]=3)[C:11]2=[O:13])[CH2:25][CH2:24][C:23](=[O:43])[NH:22]1. The yield is 0.290. (3) The reactants are C(OC([NH:8][CH2:9][CH2:10][CH2:11][NH:12][C:13]([C:15]1[CH:16]=[C:17]([C:21]([OH:45])([C:39]2[CH:44]=[CH:43][CH:42]=[CH:41][CH:40]=2)[C:22]([O:24][CH2:25][CH:26]2[CH2:31][CH2:30][N:29]([CH2:32][C:33]3[CH:38]=[CH:37][CH:36]=[CH:35][CH:34]=3)[CH2:28][CH2:27]2)=[O:23])[CH:18]=[CH:19][CH:20]=1)=[O:14])=O)(C)(C)C.O1CCOCC1.Cl. The catalyst is O1CCOCC1. The product is [NH2:8][CH2:9][CH2:10][CH2:11][NH:12][C:13]([C:15]1[CH:16]=[C:17]([C:21]([OH:45])([C:39]2[CH:44]=[CH:43][CH:42]=[CH:41][CH:40]=2)[C:22]([O:24][CH2:25][CH:26]2[CH2:27][CH2:28][N:29]([CH2:32][C:33]3[CH:38]=[CH:37][CH:36]=[CH:35][CH:34]=3)[CH2:30][CH2:31]2)=[O:23])[CH:18]=[CH:19][CH:20]=1)=[O:14]. The yield is 0.742.